This data is from Full USPTO retrosynthesis dataset with 1.9M reactions from patents (1976-2016). The task is: Predict the reactants needed to synthesize the given product. (1) Given the product [CH:1]1([C:7]2[CH:27]=[CH:26][C:10]([CH2:11][O:12][N:13]=[C:14]([C:16]3[CH:21]=[CH:20][C:19]([CH2:22][N:32]4[CH2:35][CH:34]([C:36]([OH:38])=[O:37])[CH2:33]4)=[C:18]([CH2:24][CH3:25])[CH:17]=3)[CH3:15])=[CH:9][C:8]=2[C:28]([F:29])([F:30])[F:31])[CH2:6][CH2:5][CH2:4][CH2:3][CH2:2]1, predict the reactants needed to synthesize it. The reactants are: [CH:1]1([C:7]2[CH:27]=[CH:26][C:10]([CH2:11][O:12][N:13]=[C:14]([C:16]3[CH:21]=[CH:20][C:19]([CH2:22]O)=[C:18]([CH2:24][CH3:25])[CH:17]=3)[CH3:15])=[CH:9][C:8]=2[C:28]([F:31])([F:30])[F:29])[CH2:6][CH2:5][CH2:4][CH2:3][CH2:2]1.[NH:32]1[CH2:35][CH:34]([C:36]([OH:38])=[O:37])[CH2:33]1.CCN(CC)CC.[BH3-]C#N.[Na+]. (2) Given the product [Cl:51][C:3]([Cl:50])([Cl:2])[C:4]([O:7][C:8]([N:10]1[C@H:15]2[C:16]([C:38]([O:40][CH2:41][CH3:42])=[O:39])=[C:17]([C:19]3[CH:20]=[N:21][C:22]([O:25][CH2:26][CH2:27][O:28][C:29]4[C:34]([Cl:35])=[CH:33][C:32]([CH3:36])=[CH:31][C:30]=4[Cl:37])=[CH:23][CH:24]=3)[CH2:18][C@@H:11]1[CH2:12][N:13]([C:43](=[O:45])[CH3:52])[CH2:14]2)=[O:9])([CH3:6])[CH3:5], predict the reactants needed to synthesize it. The reactants are: Cl.[Cl:2][C:3]([Cl:51])([Cl:50])[C:4]([O:7][C:8]([N:10]1[C@H:15]2[C:16]([C:38]([O:40][CH2:41][CH3:42])=[O:39])=[C:17]([C:19]3[CH:20]=[N:21][C:22]([O:25][CH2:26][CH2:27][O:28][C:29]4[C:34]([Cl:35])=[CH:33][C:32]([CH3:36])=[CH:31][C:30]=4[Cl:37])=[CH:23][CH:24]=3)[CH2:18][C@@H:11]1[CH2:12][N:13]([C:43]([O:45]C(C)(C)C)=O)[CH2:14]2)=[O:9])([CH3:6])[CH3:5].[CH3:52]CN(C(C)C)C(C)C.C(Cl)(C)=O. (3) Given the product [Cl:1][C:2]1[C:3]([O:20][CH3:21])=[C:4]2[C:5](=[CH:6][CH:7]=1)[CH:11]([NH:22][C:23]1[CH:32]=[CH:31][CH:30]=[C:29]3[C:24]=1[CH:25]=[N:26][NH:27][C:28]3=[O:33])[C:10]([OH:17])([C:13]([F:16])([F:15])[F:14])[CH2:9][C:8]2([CH3:19])[CH3:18], predict the reactants needed to synthesize it. The reactants are: [Cl:1][C:2]1[C:3]([O:20][CH3:21])=[C:4]([C:8]([CH3:19])([CH3:18])[CH2:9][C:10]([OH:17])([C:13]([F:16])([F:15])[F:14])[CH:11]=O)[CH:5]=[CH:6][CH:7]=1.[NH2:22][C:23]1[CH:32]=[CH:31][CH:30]=[C:29]2[C:24]=1[CH:25]=[N:26][NH:27][C:28]2=[O:33]. (4) The reactants are: [Br:1][C:2]1[S:6][C:5]([C:7](=O)[CH2:8][C:9](=O)[C:10]([F:13])([F:12])[F:11])=[CH:4][CH:3]=1.[C:16]([CH2:18][C:19]([NH:21][CH2:22][C:23]1[CH:28]=[CH:27][C:26]([CH3:29])=[CH:25][C:24]=1[CH3:30])=[O:20])#[N:17].C1CCN2C(=NCCC2)CC1. Given the product [Br:1][C:2]1[S:6][C:5]([C:7]2[N:21]([CH2:22][C:23]3[CH:28]=[CH:27][C:26]([CH3:29])=[CH:25][C:24]=3[CH3:30])[C:19](=[O:20])[C:18]([C:16]#[N:17])=[C:9]([C:10]([F:13])([F:12])[F:11])[CH:8]=2)=[CH:4][CH:3]=1, predict the reactants needed to synthesize it. (5) Given the product [CH2:1]([O:3][C:4]([CH:6]1[CH2:11][CH2:10][N:9]([C:12]2[C:21]3[C:16](=[CH:17][N:18]=[CH:19][CH:20]=3)[CH:15]=[C:14]([C:22]3[C:27]([CH3:36])=[CH:26][N:25]=[C:24]([NH:29][CH:30]4[CH2:35][CH2:34][CH2:33][CH2:32][CH2:31]4)[CH:23]=3)[N:13]=2)[CH2:8][CH2:7]1)=[O:5])[CH3:2], predict the reactants needed to synthesize it. The reactants are: [CH2:1]([O:3][C:4]([CH:6]1[CH2:11][CH2:10][N:9]([C:12]2[C:21]3[C:16](=[CH:17][N:18]=[CH:19][CH:20]=3)[CH:15]=[C:14]([C:22]3[C:27](Br)=[CH:26][N:25]=[C:24]([NH:29][CH:30]4[CH2:35][CH2:34][CH2:33][CH2:32][CH2:31]4)[CH:23]=3)[N:13]=2)[CH2:8][CH2:7]1)=[O:5])[CH3:2].[CH3:36]B1OB(C)OB(C)O1. (6) Given the product [C:1]([O:7][C:8]1[CH:13]=[CH:12][CH:11]=[C:10]([CH2:14][P:16]([O:20][CH2:21][CH3:22])([O:17][CH2:18][CH3:19])=[O:23])[CH:9]=1)(=[O:6])[C:2]([CH3:5])([CH3:4])[CH3:3], predict the reactants needed to synthesize it. The reactants are: [C:1]([O:7][C:8]1[CH:13]=[CH:12][CH:11]=[C:10]([CH2:14]Br)[CH:9]=1)(=[O:6])[C:2]([CH3:5])([CH3:4])[CH3:3].[P:16]([O:23]CC)([O:20][CH2:21][CH3:22])[O:17][CH2:18][CH3:19].